From a dataset of Reaction yield outcomes from USPTO patents with 853,638 reactions. Predict the reaction yield, written as a fraction of the theoretical maximum amount of product (1.0 means a 100% yield; for example, 0.34 means a 34% yield). (1) The reactants are [CH3:1][N:2]([CH3:33])[C:3]1[C:12]2[C:7](=[CH:8][CH:9]=[CH:10][CH:11]=2)[N:6]=[C:5]([NH:13][C@@H:14]2[CH2:19][CH2:18][C@H:17]([CH2:20][NH:21][C:22](=[O:32])[C:23]3[CH:28]=[CH:27][CH:26]=[C:25]([N+:29]([O-])=O)[CH:24]=3)[CH2:16][CH2:15]2)[N:4]=1. The catalyst is CCO.[Pd]. The product is [NH2:29][C:25]1[CH:24]=[C:23]([CH:28]=[CH:27][CH:26]=1)[C:22]([NH:21][CH2:20][C@H:17]1[CH2:18][CH2:19][C@@H:14]([NH:13][C:5]2[N:4]=[C:3]([N:2]([CH3:33])[CH3:1])[C:12]3[C:7](=[CH:8][CH:9]=[CH:10][CH:11]=3)[N:6]=2)[CH2:15][CH2:16]1)=[O:32]. The yield is 0.830. (2) The reactants are C([O:4][CH2:5][C:6]1[CH:7]=[C:8]2[C:13](=[C:14]([I:16])[CH:15]=1)[N:12]=[CH:11][C:10]([C:17]([O:19]CC)=O)=[C:9]2[OH:22])(=O)C.[Cl:23][C:24]1[CH:31]=[CH:30][C:27]([CH2:28][NH2:29])=[CH:26][CH:25]=1. The catalyst is CCOCC. The product is [Cl:23][C:24]1[CH:31]=[CH:30][C:27]([CH2:28][NH:29][C:17]([C:10]2[CH:11]=[N:12][C:13]3[C:8]([C:9]=2[OH:22])=[CH:7][C:6]([CH2:5][OH:4])=[CH:15][C:14]=3[I:16])=[O:19])=[CH:26][CH:25]=1. The yield is 0.730.